From a dataset of Full USPTO retrosynthesis dataset with 1.9M reactions from patents (1976-2016). Predict the reactants needed to synthesize the given product. (1) The reactants are: C([NH:4][C:5]1[N:10]=[C:9]([CH2:11][CH2:12][C:13]2[CH:18]=[CH:17][C:16]([NH:19][C:20]([C:22]3[C:23]([C:28]4[CH:33]=[CH:32][C:31]([O:34][CH3:35])=[CH:30][CH:29]=4)=[CH:24][CH:25]=[CH:26][CH:27]=3)=[O:21])=[CH:15][CH:14]=2)[CH:8]=[CH:7][CH:6]=1)(=O)C.Cl. Given the product [NH2:4][C:5]1[N:10]=[C:9]([CH2:11][CH2:12][C:13]2[CH:14]=[CH:15][C:16]([NH:19][C:20]([C:22]3[C:23]([C:28]4[CH:29]=[CH:30][C:31]([O:34][CH3:35])=[CH:32][CH:33]=4)=[CH:24][CH:25]=[CH:26][CH:27]=3)=[O:21])=[CH:17][CH:18]=2)[CH:8]=[CH:7][CH:6]=1, predict the reactants needed to synthesize it. (2) Given the product [C:15]([O:19][C:20](=[O:32])[CH2:21][O:22][C:23]1[CH:28]=[CH:27][C:26]([Cl:29])=[CH:25][C:24]=1[C:30]#[C:31][C:2]1[CH:7]=[C:6]([S:8]([CH2:11][CH2:12][CH3:13])(=[O:10])=[O:9])[CH:5]=[CH:4][C:3]=1[CH3:14])([CH3:18])([CH3:17])[CH3:16], predict the reactants needed to synthesize it. The reactants are: Br[C:2]1[CH:7]=[C:6]([S:8]([CH2:11][CH2:12][CH3:13])(=[O:10])=[O:9])[CH:5]=[CH:4][C:3]=1[CH3:14].[C:15]([O:19][C:20](=[O:32])[CH2:21][O:22][C:23]1[CH:28]=[CH:27][C:26]([Cl:29])=[CH:25][C:24]=1[C:30]#[CH:31])([CH3:18])([CH3:17])[CH3:16].N1CCCCC1.